From a dataset of Peptide-MHC class II binding affinity with 134,281 pairs from IEDB. Regression. Given a peptide amino acid sequence and an MHC pseudo amino acid sequence, predict their binding affinity value. This is MHC class II binding data. The peptide sequence is YTVFETALKKAITAM. The MHC is HLA-DPA10103-DPB10301 with pseudo-sequence HLA-DPA10103-DPB10301. The binding affinity (normalized) is 0.409.